From a dataset of Catalyst prediction with 721,799 reactions and 888 catalyst types from USPTO. Predict which catalyst facilitates the given reaction. (1) Reactant: Cl[C:2]1[C:11]2=[N:12][N:13](CC3C=CC(OC)=CC=3)[CH:14]=[C:10]2[C:9]2[CH:8]=[C:7]([O:24][CH3:25])[CH:6]=[CH:5][C:4]=2[N:3]=1.[CH2:26]([NH:34][C:35]1[CH2:40][O:39][C:38]2[CH:41]=[CH:42][C:43]([NH2:45])=[CH:44][C:37]=2[N:36]=1)[CH2:27][C:28]1[CH:33]=[CH:32][CH:31]=[CH:30][CH:29]=1.Cl. Product: [CH3:25][O:24][C:7]1[CH:6]=[CH:5][C:4]2[N:3]=[C:2]([NH:45][C:43]3[CH:42]=[CH:41][C:38]4[O:39][CH2:40][C:35]([NH:34][CH2:26][CH2:27][C:28]5[CH:33]=[CH:32][CH:31]=[CH:30][CH:29]=5)=[N:36][C:37]=4[CH:44]=3)[C:11]3=[N:12][NH:13][CH:14]=[C:10]3[C:9]=2[CH:8]=1. The catalyst class is: 71. (2) Reactant: [CH3:1][O:2][C:3]1[CH:4]=[C:5]2[C:14]([NH2:15])=[N:13][C:12]([N:16]3[CH2:21][CH2:20][N:19]([C:22]([CH:24]4[O:28][CH2:27][CH2:26][CH2:25]4)=[O:23])[CH2:18][CH2:17]3)=[N:11][C:6]2=[CH:7][C:8]=1[O:9][CH3:10].C([OH:31])C.[ClH:32]. Product: [CH3:1][O:2][C:3]1[CH:4]=[C:5]2[C:14]([NH2:15])=[N:13][C:12]([N:16]3[CH2:17][CH2:18][N:19]([C:22]([CH:24]4[O:28][CH2:27][CH2:26][CH2:25]4)=[O:23])[CH2:20][CH2:21]3)=[N:11][C:6]2=[CH:7][C:8]=1[O:9][CH3:10].[OH2:31].[OH2:2].[ClH:32]. The catalyst class is: 6. (3) Reactant: [N:1]1[C:9]([NH:10][C@H:11]([C:13]2[N:14]([C:26]3[CH:31]=[CH:30][CH:29]=[CH:28][CH:27]=3)[C:15](=[O:25])[C:16]3[C:21]([CH:22]=2)=[CH:20][CH:19]=[CH:18][C:17]=3[CH:23]=[CH2:24])[CH3:12])=[C:8]2[C:4]([NH:5][CH:6]=[N:7]2)=[N:3][CH:2]=1. Product: [N:1]1[C:9]([NH:10][C@H:11]([C:13]2[N:14]([C:26]3[CH:31]=[CH:30][CH:29]=[CH:28][CH:27]=3)[C:15](=[O:25])[C:16]3[C:21]([CH:22]=2)=[CH:20][CH:19]=[CH:18][C:17]=3[CH2:23][CH3:24])[CH3:12])=[C:8]2[C:4]([NH:5][CH:6]=[N:7]2)=[N:3][CH:2]=1. The catalyst class is: 19. (4) Reactant: Cl[CH2:2][C:3]([NH:5][C:6]1[C:15]([Cl:16])=[CH:14][CH:13]=[C:12]2[C:7]=1[CH:8]=[CH:9][C:10]([N:17]1[CH2:21][CH2:20][C@@H:19]([O:22][Si](C(C)(C)C)(C)C)[CH2:18]1)=[N:11]2)=[O:4].[F:30][C:31]1[CH:37]=[CH:36][C:34]([NH2:35])=[CH:33][CH:32]=1.[F-].C([N+](CCCC)(CCCC)CCCC)CCC. Product: [Cl:16][C:15]1[C:6]([NH:5][C:3](=[O:4])[CH2:2][NH:35][C:34]2[CH:36]=[CH:37][C:31]([F:30])=[CH:32][CH:33]=2)=[C:7]2[C:12](=[CH:13][CH:14]=1)[N:11]=[C:10]([N:17]1[CH2:21][CH2:20][C@@H:19]([OH:22])[CH2:18]1)[CH:9]=[CH:8]2. The catalyst class is: 7. (5) Reactant: [Cl:1][C:2]1[C:3]([F:31])=[C:4]([C@@H:8]2[C@:12]([C:15]3[CH:20]=[CH:19][C:18]([Cl:21])=[CH:17][C:16]=3[F:22])([C:13]#[N:14])[C@H:11]([CH2:23][C:24]([CH3:27])([CH3:26])[CH3:25])[NH:10][C@H:9]2[C:28]([OH:30])=O)[CH:5]=[CH:6][CH:7]=1.[NH2:32][C:33]1[CH:34]=[C:35]2[C:39](=[CH:40][CH:41]=1)[NH:38][C:37]([C:42]([O:44][CH2:45][CH3:46])=[O:43])=[CH:36]2.CN(C(ON1N=NC2C=CC=NC1=2)=[N+](C)C)C.F[P-](F)(F)(F)(F)F.CCN(C(C)C)C(C)C. Product: [CH2:45]([O:44][C:42]([C:37]1[NH:38][C:39]2[C:35]([CH:36]=1)=[CH:34][C:33]([NH:32][C:28]([C@H:9]1[C@H:8]([C:4]3[CH:5]=[CH:6][CH:7]=[C:2]([Cl:1])[C:3]=3[F:31])[C@:12]([C:15]3[CH:20]=[CH:19][C:18]([Cl:21])=[CH:17][C:16]=3[F:22])([C:13]#[N:14])[C@H:11]([CH2:23][C:24]([CH3:25])([CH3:27])[CH3:26])[NH:10]1)=[O:30])=[CH:41][CH:40]=2)=[O:43])[CH3:46]. The catalyst class is: 2. (6) Reactant: [Cl:1][C:2]1[CH:7]=[CH:6][C:5]([C:8]2[CH:13]=[N:12][NH:11][C:10](=[O:14])[C:9]=2[C:15]2[CH:22]=[CH:21][C:18]([C:19]#[N:20])=[CH:17][CH:16]=2)=[CH:4][CH:3]=1.O[Li].O.[Br:26]Br.[Li+].[OH-].[OH-].[Na+]. Product: [Br:26][C:13]1[C:8]([C:5]2[CH:4]=[CH:3][C:2]([Cl:1])=[CH:7][CH:6]=2)=[C:9]([C:15]2[CH:16]=[CH:17][C:18]([C:19]#[N:20])=[CH:21][CH:22]=2)[C:10](=[O:14])[NH:11][N:12]=1. The catalyst class is: 24. (7) Reactant: [Br:1][C:2]1[CH:3]=[N:4][CH:5]=[C:6]([F:8])[CH:7]=1.C(NC(C)C)(C)C.[Li].[CH3:17][C:18]([CH3:20])=[O:19]. Product: [Br:1][C:2]1[CH:3]=[N:4][CH:5]=[C:6]([F:8])[C:7]=1[C:18]([OH:19])([CH3:20])[CH3:17]. The catalyst class is: 49. (8) Product: [OH:1][CH2:2][C:3]#[C:4][C:5]#[C:6][C:7]1[CH:8]=[CH:9][C:10]([C:11]([OH:13])=[O:12])=[CH:14][CH:15]=1.[OH:26][C:23]([CH3:25])([CH3:24])[C@H:18]([NH:17][C:11](=[O:13])[C:10]1[CH:9]=[CH:8][C:7]([C:6]#[C:5][C:4]#[C:3][CH2:2][OH:1])=[CH:15][CH:14]=1)[C:19]([O:21][CH3:22])=[O:20]. The catalyst class is: 3. Reactant: [OH:1][CH2:2][C:3]#[C:4][C:5]#[C:6][C:7]1[CH:15]=[CH:14][C:10]([C:11]([OH:13])=[O:12])=[CH:9][CH:8]=1.Cl.[NH2:17][C@@H:18]([C:23]([OH:26])([CH3:25])[CH3:24])[C:19]([O:21][CH3:22])=[O:20].CN(C(ON1N=NC2C=CC=NC1=2)=[N+](C)C)C.F[P-](F)(F)(F)(F)F.CCN(C(C)C)C(C)C. (9) Reactant: [CH3:1][C:2]1[CH:3]=[C:4]([C:9](=[O:25])[CH2:10][C:11]2[CH:16]=[CH:15][N:14]=[C:13]([NH:17]C(OC(C)(C)C)=O)[CH:12]=2)[CH:5]=[C:6]([CH3:8])[CH:7]=1.[OH-].[Na+]. Product: [NH2:17][C:13]1[CH:12]=[C:11]([CH2:10][C:9]([C:4]2[CH:3]=[C:2]([CH3:1])[CH:7]=[C:6]([CH3:8])[CH:5]=2)=[O:25])[CH:16]=[CH:15][N:14]=1. The catalyst class is: 33. (10) Reactant: [CH3:1][C:2]1[CH:7]=[CH:6][C:5]([CH:8](C2C=CC=CC=2)[CH3:9])=[CH:4][C:3]=1[CH3:16].[OH:17]N1[C:22](=[O:23])[C:21]2=[CH:24][CH:25]=[CH:26][CH:27]=[C:20]2C1=O.N(C(C)(C)C#N)=N[C:31](C)(C)C#N.[O:41]=O. Product: [CH3:16][C:3]1[CH:4]=[C:5]([OH:17])[CH:6]=[CH:7][C:2]=1[CH3:1].[C:22]([C:21]1[CH:20]=[CH:27][CH:26]=[CH:25][CH:24]=1)(=[O:23])[CH3:31].[CH3:1][C:2]1[CH:7]=[CH:6][C:5]([C:8]([CH3:9])=[O:17])=[CH:4][C:3]=1[CH3:16].[C:20]1([OH:41])[CH:21]=[CH:24][CH:25]=[CH:26][CH:27]=1. The catalyst class is: 10.